From a dataset of Forward reaction prediction with 1.9M reactions from USPTO patents (1976-2016). Predict the product of the given reaction. (1) Given the reactants [CH3:1][O:2][CH2:3][C@H:4]([CH3:36])[O:5][C:6]1[CH:7]=[C:8]([C:23]2[NH:27][C:26]([C:28]3[O:29][CH:30]([C:33]([OH:35])=O)[CH2:31][N:32]=3)=[CH:25][CH:24]=2)[CH:9]=[C:10]([O:12][C:13]2[CH:18]=[CH:17][C:16]([S:19]([CH3:22])(=[O:21])=[O:20])=[CH:15][CH:14]=2)[CH:11]=1.Cl.[CH3:38][NH:39][CH3:40].CCN=C=NCCCN(C)C.Cl.O, predict the reaction product. The product is: [CH3:1][O:2][CH2:3][C@H:4]([CH3:36])[O:5][C:6]1[CH:7]=[C:8]([C:23]2[NH:27][C:26]([C:28]3[O:29][CH:30]([C:33]([N:39]([CH3:40])[CH3:38])=[O:35])[CH2:31][N:32]=3)=[CH:25][CH:24]=2)[CH:9]=[C:10]([O:12][C:13]2[CH:18]=[CH:17][C:16]([S:19]([CH3:22])(=[O:20])=[O:21])=[CH:15][CH:14]=2)[CH:11]=1. (2) Given the reactants [C:1]([C:5]1[C:18]2[C:19]3=[C:20]4[C:15](=[CH:16][CH:17]=2)[CH:14]=[CH:13][CH:12]=[C:11]4[CH:10]=[CH:9][C:8]3=[CH:7][CH:6]=1)([CH3:4])([CH3:3])[CH3:2].C1C(=O)N([Br:28])C(=O)C1, predict the reaction product. The product is: [Br:28][C:6]1[CH:7]=[C:8]2[C:19]3=[C:20]4[C:15]([CH:14]=[CH:13][CH:12]=[C:11]4[CH:10]=[CH:9]2)=[CH:16][CH:17]=[C:18]3[C:5]=1[C:1]([CH3:4])([CH3:2])[CH3:3]. (3) Given the reactants [CH3:1][C:2]1[CH:7]=[CH:6][C:5]([NH:8][C:9]2[N:14]3[N:15]=[CH:16][C:17]([C:18]([OH:20])=O)=[C:13]3[N:12]=[CH:11][C:10]=2[C:21]([N:23]2[CH2:28][CH2:27][CH:26]([C:29]3[CH:34]=[CH:33][CH:32]=[CH:31][CH:30]=3)[CH2:25][CH2:24]2)=[O:22])=[CH:4][CH:3]=1.[CH2:35]([S:37]([NH2:40])(=[O:39])=[O:38])[CH3:36], predict the reaction product. The product is: [CH3:1][C:2]1[CH:3]=[CH:4][C:5]([NH:8][C:9]2[N:14]3[N:15]=[CH:16][C:17]([C:18]([NH:40][S:37]([CH2:35][CH3:36])(=[O:39])=[O:38])=[O:20])=[C:13]3[N:12]=[CH:11][C:10]=2[C:21]([N:23]2[CH2:24][CH2:25][CH:26]([C:29]3[CH:34]=[CH:33][CH:32]=[CH:31][CH:30]=3)[CH2:27][CH2:28]2)=[O:22])=[CH:6][CH:7]=1. (4) Given the reactants Cl.[NH2:2][C@@H:3]([C:9]([OH:11])=O)[CH2:4][CH2:5][CH2:6][CH2:7][NH2:8].C[Si](C)(C)N[Si](C)(C)C.Cl[Si](C)(C)C, predict the reaction product. The product is: [NH2:2][C@@H:3]1[CH2:4][CH2:5][CH2:6][CH2:7][NH:8][C:9]1=[O:11].